This data is from Reaction yield outcomes from USPTO patents with 853,638 reactions. The task is: Predict the reaction yield, written as a fraction of the theoretical maximum amount of product (1.0 means a 100% yield; for example, 0.34 means a 34% yield). The reactants are [N+:1]([C:4]1[CH:14]=[CH:13][C:7]([O:8][CH2:9][CH:10]2[CH2:12][O:11]2)=[CH:6][CH:5]=1)([O-:3])=[O:2].[CH2:15]([NH:17][CH2:18][CH3:19])[CH3:16].O1CC1. The catalyst is CCO. The product is [CH2:15]([N:17]([CH2:18][CH3:19])[CH2:12][CH:10]([OH:11])[CH2:9][O:8][C:7]1[CH:13]=[CH:14][C:4]([N+:1]([O-:3])=[O:2])=[CH:5][CH:6]=1)[CH3:16]. The yield is 0.890.